This data is from Forward reaction prediction with 1.9M reactions from USPTO patents (1976-2016). The task is: Predict the product of the given reaction. (1) Given the reactants [Cl:1][C:2]1[N:7]=[C:6]([Cl:8])[C:5]([C:9]#[N:10])=[CH:4][N:3]=1.[NH2:11][C@@H:12]1[C:17]([F:19])([F:18])[CH2:16][CH2:15][CH2:14][C@@H:13]1[NH:20][C:21](=[O:27])[O:22][C:23]([CH3:26])([CH3:25])[CH3:24].CCN(C(C)C)C(C)C, predict the reaction product. The product is: [Cl:8][C:6]1[C:5]([C:9]#[N:10])=[CH:4][N:3]=[C:2]([NH:11][C@@H:12]2[C:17]([F:19])([F:18])[CH2:16][CH2:15][CH2:14][C@@H:13]2[NH:20][C:21](=[O:27])[O:22][C:23]([CH3:25])([CH3:24])[CH3:26])[N:7]=1.[Cl:1][C:2]1[N:7]=[C:6]([NH:11][C@@H:12]2[C:17]([F:19])([F:18])[CH2:16][CH2:15][CH2:14][C@@H:13]2[NH:20][C:21](=[O:27])[O:22][C:23]([CH3:25])([CH3:24])[CH3:26])[C:5]([C:9]#[N:10])=[CH:4][N:3]=1. (2) Given the reactants [NH2:1][C:2]1[C:3]2[C:10]([C:11]([C:13]3[CH:14]=[C:15]([NH:19][C:20]([NH:22][C:23]4[CH:28]=[C:27]([Cl:29])[CH:26]=[C:25]([Cl:30])[CH:24]=4)=[O:21])[CH:16]=[CH:17][CH:18]=3)=[O:12])=[CH:9][N:8]([CH:31]3[CH2:36][CH2:35][NH:34][CH2:33][CH2:32]3)[C:4]=2[N:5]=[CH:6][N:7]=1.CN(C(ON1N=NC2C=CC=NC1=2)=[N+](C)C)C.F[P-](F)(F)(F)(F)F.[C:61](O)(=[O:68])[C:62]1[CH:67]=[CH:66][CH:65]=[CH:64][CH:63]=1, predict the reaction product. The product is: [NH2:1][C:2]1[C:3]2[C:10]([C:11]([C:13]3[CH:14]=[C:15]([NH:19][C:20]([NH:22][C:23]4[CH:28]=[C:27]([Cl:29])[CH:26]=[C:25]([Cl:30])[CH:24]=4)=[O:21])[CH:16]=[CH:17][CH:18]=3)=[O:12])=[CH:9][N:8]([CH:31]3[CH2:32][CH2:33][N:34]([C:61](=[O:68])[C:62]4[CH:67]=[CH:66][CH:65]=[CH:64][CH:63]=4)[CH2:35][CH2:36]3)[C:4]=2[N:5]=[CH:6][N:7]=1. (3) Given the reactants [Cl:1][CH2:2][C:3]([C:5]1[CH:10]=[C:9]([N+:11]([O-:13])=[O:12])[C:8]([OH:14])=[C:7]([OH:15])[CH:6]=1)=[O:4].[CH2:16]([NH:18][CH2:19][CH3:20])[CH3:17], predict the reaction product. The product is: [ClH:1].[CH2:16]([N:18]([CH2:19][CH3:20])[CH2:2][C:3]([C:5]1[CH:10]=[C:9]([N+:11]([O-:13])=[O:12])[C:8]([OH:14])=[C:7]([OH:15])[CH:6]=1)=[O:4])[CH3:17]. (4) Given the reactants FC(F)(F)C(O)=O.C(OC(=O)[NH:14][CH2:15][CH2:16][C:17]1[CH:22]=[CH:21][C:20]([O:23][C:24]2[CH:29]=[CH:28][C:27]([NH:30][C:31](=[O:33])[CH3:32])=[CH:26][CH:25]=2)=[CH:19][CH:18]=1)(C)(C)C, predict the reaction product. The product is: [NH2:14][CH2:15][CH2:16][C:17]1[CH:22]=[CH:21][C:20]([O:23][C:24]2[CH:29]=[CH:28][C:27]([NH:30][C:31](=[O:33])[CH3:32])=[CH:26][CH:25]=2)=[CH:19][CH:18]=1.